Dataset: Full USPTO retrosynthesis dataset with 1.9M reactions from patents (1976-2016). Task: Predict the reactants needed to synthesize the given product. Given the product [N:14]([CH2:13][CH2:12][CH2:11][CH2:10][C:5]1([C:3]([OH:4])=[O:2])[CH2:6][CH2:7][CH2:8][CH2:9]1)=[N+:15]=[N-:16], predict the reactants needed to synthesize it. The reactants are: C[O:2][C:3]([C:5]1([CH2:10][CH2:11][CH2:12][CH2:13][N:14]=[N+:15]=[N-:16])[CH2:9][CH2:8][CH2:7][CH2:6]1)=[O:4].[OH-].[Li+].